This data is from Forward reaction prediction with 1.9M reactions from USPTO patents (1976-2016). The task is: Predict the product of the given reaction. (1) Given the reactants C([NH:8][C@@H:9]1[CH2:14][CH2:13][N:12]([C:15]([O:17][C:18]([CH3:21])([CH3:20])[CH3:19])=[O:16])[CH2:11][C@H:10]1[F:22])C1C=CC=CC=1, predict the reaction product. The product is: [NH2:8][C@@H:9]1[CH2:14][CH2:13][N:12]([C:15]([O:17][C:18]([CH3:20])([CH3:19])[CH3:21])=[O:16])[CH2:11][C@H:10]1[F:22]. (2) Given the reactants [O:1]1[CH2:6][CH2:5][N:4]([C:7](=[O:29])[CH2:8][C@@H:9]([NH:18]C(=O)OCC2C=CC=CC=2)[CH2:10][S:11][C:12]2[CH:17]=[CH:16][CH:15]=[CH:14][CH:13]=2)[CH2:3][CH2:2]1, predict the reaction product. The product is: [NH2:18][C@@H:9]([CH2:10][S:11][C:12]1[CH:17]=[CH:16][CH:15]=[CH:14][CH:13]=1)[CH2:8][C:7]([N:4]1[CH2:5][CH2:6][O:1][CH2:2][CH2:3]1)=[O:29]. (3) Given the reactants Br[C:2]1[CH:14]=[CH:13][C:5]2[N:6]=[C:7]([S:9][CH2:10][CH2:11][F:12])[S:8][C:4]=2[CH:3]=1.[CH3:15][N:16]([C:24]1[CH:29]=[CH:28][C:27](B2OC(C)(C)C(C)(C)O2)=[CH:26][CH:25]=1)[C:17](=[O:23])[O:18][C:19]([CH3:22])([CH3:21])[CH3:20].C([O-])([O-])=O.[Na+].[Na+], predict the reaction product. The product is: [F:12][CH2:11][CH2:10][S:9][C:7]1[S:8][C:4]2[CH:3]=[C:2]([C:27]3[CH:26]=[CH:25][C:24]([N:16]([CH3:15])[C:17](=[O:23])[O:18][C:19]([CH3:20])([CH3:21])[CH3:22])=[CH:29][CH:28]=3)[CH:14]=[CH:13][C:5]=2[N:6]=1. (4) Given the reactants [CH2:1]([Si:9]([CH3:14])([CH3:13])N(C)C)[CH2:2][CH2:3][CH2:4][CH2:5][CH2:6][CH2:7][CH3:8].[F:15][C:16]([F:27])([F:26])[C:17]([O:19]C(=O)C(F)(F)F)=[O:18], predict the reaction product. The product is: [F:15][C:16]([F:27])([F:26])[C:17]([O:19][Si:9]([CH2:1][CH2:2][CH2:3][CH2:4][CH2:5][CH2:6][CH2:7][CH3:8])([CH3:14])[CH3:13])=[O:18]. (5) Given the reactants [CH:1]1([CH2:4][NH:5][C:6]2[N:15]=[CH:14][C:13]3[C:8](=[CH:9][C:10]([C:17]([OH:19])=O)=[CH:11][C:12]=3[F:16])[N:7]=2)[CH2:3][CH2:2]1.[F:20][C:21]1[CH:22]=[C:23]([C@@H:29]([C:31]2[CH:32]=[N:33][N:34]([CH3:36])[CH:35]=2)[NH2:30])[CH:24]=[CH:25][C:26]=1[O:27][CH3:28], predict the reaction product. The product is: [F:20][C:21]1[CH:22]=[C:23]([C@H:29]([NH:30][C:17]([C:10]2[CH:9]=[C:8]3[C:13]([CH:14]=[N:15][C:6]([NH:5][CH2:4][CH:1]4[CH2:2][CH2:3]4)=[N:7]3)=[C:12]([F:16])[CH:11]=2)=[O:19])[C:31]2[CH:32]=[N:33][N:34]([CH3:36])[CH:35]=2)[CH:24]=[CH:25][C:26]=1[O:27][CH3:28]. (6) Given the reactants [CH:1]([N:4]1[C:9](=[O:10])[CH:8]=[CH:7][C:6]([C:11]2[S:15][C:14]([CH:16]=[O:17])=[CH:13][CH:12]=2)=[CH:5]1)([CH3:3])[CH3:2].[CH3:18][Mg]Br.C(OCC)C, predict the reaction product. The product is: [OH:17][CH:16]([C:14]1[S:15][C:11]([C:6]2[CH:7]=[CH:8][C:9](=[O:10])[N:4]([CH:1]([CH3:3])[CH3:2])[CH:5]=2)=[CH:12][CH:13]=1)[CH3:18].